This data is from Forward reaction prediction with 1.9M reactions from USPTO patents (1976-2016). The task is: Predict the product of the given reaction. (1) Given the reactants [H-].[H-].[H-].[H-].[Li+].[Al+3].[CH2:7]=[C:8]1[CH2:13][CH2:12][C:11]([C:19](OCC)=[O:20])([C:14](OCC)=[O:15])[CH2:10][CH2:9]1, predict the reaction product. The product is: [OH:15][CH2:14][C:11]1([CH2:19][OH:20])[CH2:12][CH2:13][C:8](=[CH2:7])[CH2:9][CH2:10]1. (2) The product is: [NH2:1][C:2]1[CH:3]=[CH:4][C:5]2[S:9][CH:8]=[N:7][C:6]=2[C:10]=1[Br:11]. Given the reactants [NH2:1][C:2]1[CH:3]=[CH:4][C:5]2[S:9][CH:8]=[N:7][C:6]=2[CH:10]=1.[Br:11]Br, predict the reaction product. (3) Given the reactants [C:1]([C:5]1[CH:6]=[C:7]([C:12](=[O:14])[CH3:13])[CH:8]=[CH:9][C:10]=1[OH:11])([CH3:4])([CH3:3])[CH3:2].[N+:15]([O-])([OH:17])=[O:16].C(OC(=O)C)(=O)C.Cl, predict the reaction product. The product is: [C:1]([C:5]1[CH:6]=[C:7]([C:12](=[O:14])[CH3:13])[CH:8]=[C:9]([N+:15]([O-:17])=[O:16])[C:10]=1[OH:11])([CH3:4])([CH3:2])[CH3:3]. (4) Given the reactants FC(F)(F)C(O)=O.[Cl:8][C:9]1[N:14]=[N:13][C:12]([C:15]2[S:19][C:18]([NH:20][C:21](=[O:23])[CH3:22])=[N:17][C:16]=2[CH3:24])=[CH:11][C:10]=1[NH:25]C(C1C=CC=CC=1)(C1C=CC=CC=1)C1C=CC=CC=1.CO, predict the reaction product. The product is: [NH2:25][C:10]1[CH:11]=[C:12]([C:15]2[S:19][C:18]([NH:20][C:21](=[O:23])[CH3:22])=[N:17][C:16]=2[CH3:24])[N:13]=[N:14][C:9]=1[Cl:8]. (5) Given the reactants CC(C)[O-].CC(C)[O-].CC(C)[O-].CC(C)[O-].[Ti+4:17].[CH3:18][C:19](=[O:24])[CH2:20][C:21](=[O:23])[CH3:22], predict the reaction product. The product is: [C:21]([CH2:20][C:19](=[O:24])[CH3:18])(=[O:23])[CH3:22].[C:21]([CH2:20][C:19](=[O:24])[CH3:18])(=[O:23])[CH3:22].[Ti:17]. (6) Given the reactants [Cl:1][C:2]1[CH:3]=[C:4]([C:9]([NH:12][CH3:13])=[CH:10][N:11]=1)[C:5]([O:7]C)=O.[C:14]([O:18][C:19]([C:21]1[C:26](C(OC)=O)=CC(Cl)=NC=1)=[O:20])(C)(C)C.C(O)(C(F)(F)F)=[O:33], predict the reaction product. The product is: [Cl:1][C:2]1[CH:3]=[C:4]2[C:9](=[CH:10][N:11]=1)[N:12]([CH3:13])[C:26](=[O:33])[C:21]([C:19]([O:18][CH3:14])=[O:20])=[C:5]2[OH:7]. (7) Given the reactants [NH2:1][C:2]1[CH:29]=[CH:28][C:5]([CH2:6][CH:7]([P:18](=[O:27])([O:23][CH2:24][CH:25]=[CH2:26])[O:19][CH2:20][CH:21]=[CH2:22])[P:8](=[O:17])([O:13][CH2:14][CH:15]=[CH2:16])[O:9][CH2:10][CH:11]=[CH2:12])=[CH:4][CH:3]=1.N1C=CC=CC=1.[Br:36][CH2:37][C:38](Br)=[O:39], predict the reaction product. The product is: [Br:36][CH2:37][C:38]([NH:1][C:2]1[CH:3]=[CH:4][C:5]([CH2:6][CH:7]([P:18](=[O:27])([O:23][CH2:24][CH:25]=[CH2:26])[O:19][CH2:20][CH:21]=[CH2:22])[P:8](=[O:17])([O:13][CH2:14][CH:15]=[CH2:16])[O:9][CH2:10][CH:11]=[CH2:12])=[CH:28][CH:29]=1)=[O:39].